From a dataset of Forward reaction prediction with 1.9M reactions from USPTO patents (1976-2016). Predict the product of the given reaction. (1) Given the reactants FC(F)(F)C1C=C(NC(=O)NC2C=CC(C3SC(CCC(O)=O)=NC=3)=CC=2)C=CC=1.[Cl:31][C:32]1[CH:37]=[CH:36][C:35]([NH:38][C:39](=[O:61])[NH:40][C:41]2[CH:46]=[CH:45][C:44]([C:47]3[S:51][C:50]([CH2:52][C:53]([CH3:60])([CH3:59])[CH2:54][C:55]([O:57]C)=[O:56])=[N:49][CH:48]=3)=[CH:43][CH:42]=2)=[C:34]([O:62][C:63]2[CH:68]=[CH:67][CH:66]=[CH:65][CH:64]=2)[CH:33]=1, predict the reaction product. The product is: [Cl:31][C:32]1[CH:37]=[CH:36][C:35]([NH:38][C:39](=[O:61])[NH:40][C:41]2[CH:42]=[CH:43][C:44]([C:47]3[S:51][C:50]([CH2:52][C:53]([CH3:60])([CH3:59])[CH2:54][C:55]([OH:57])=[O:56])=[N:49][CH:48]=3)=[CH:45][CH:46]=2)=[C:34]([O:62][C:63]2[CH:64]=[CH:65][CH:66]=[CH:67][CH:68]=2)[CH:33]=1. (2) Given the reactants [CH:1]([C@@H:4]1[CH2:10][N:9]([C:11](=[O:21])[NH:12][C:13]2[CH:18]=[CH:17][C:16]([O:19][CH3:20])=[CH:15][CH:14]=2)[CH2:8][C:7]2[CH:22]=[CH:23][C:24]([C:26](OC)=[O:27])=[CH:25][C:6]=2[O:5]1)([CH3:3])[CH3:2].[NH2:30][OH:31].[OH-].[Na+], predict the reaction product. The product is: [OH:31][NH:30][C:26]([C:24]1[CH:25]=[CH:6][C:7]2[CH2:8][N:9]([C:11]([NH:12][C:13]3[CH:18]=[CH:17][C:16]([O:19][CH3:20])=[CH:15][CH:14]=3)=[O:21])[CH2:10][C@@H:4]([CH:1]([CH3:3])[CH3:2])[O:5][C:22]=2[CH:23]=1)=[O:27]. (3) Given the reactants [Cl:1][C:2]1[C:7]([O:8][CH3:9])=[CH:6][C:5]([O:10][CH3:11])=[CH:4][C:3]=1[N:12]1[CH2:17][C:16]2[CH:18]=[N:19][C:20]3[NH:24][C:23]([C:25]([OH:27])=O)=[CH:22][C:21]=3[C:15]=2[N:14]([CH3:28])[C:13]1=[O:29].F[P-](F)(F)(F)(F)F.[N:37]1(O[P+](N(C)C)(N(C)C)N(C)C)[C:41]2C=CC=CC=2N=N1.C(N(CC)CC)C.CN, predict the reaction product. The product is: [Cl:1][C:2]1[C:7]([O:8][CH3:9])=[CH:6][C:5]([O:10][CH3:11])=[CH:4][C:3]=1[N:12]1[CH2:17][C:16]2[CH:18]=[N:19][C:20]3[NH:24][C:23]([C:25]([NH:37][CH3:41])=[O:27])=[CH:22][C:21]=3[C:15]=2[N:14]([CH3:28])[C:13]1=[O:29].